This data is from Peptide-MHC class I binding affinity with 185,985 pairs from IEDB/IMGT. The task is: Regression. Given a peptide amino acid sequence and an MHC pseudo amino acid sequence, predict their binding affinity value. This is MHC class I binding data. (1) The peptide sequence is FMNKHILSY. The MHC is HLA-B15:03 with pseudo-sequence HLA-B15:03. The binding affinity (normalized) is 1.00. (2) The peptide sequence is MLDQFGVSY. The MHC is HLA-A03:01 with pseudo-sequence HLA-A03:01. The binding affinity (normalized) is 0.0847.